From a dataset of Forward reaction prediction with 1.9M reactions from USPTO patents (1976-2016). Predict the product of the given reaction. (1) Given the reactants [F:1][C:2]([F:26])([F:25])[CH2:3][CH:4]([OH:24])[CH2:5][O:6][C:7]1[CH:15]=[CH:14][CH:13]=[C:12]2[C:8]=1[CH:9]=[CH:10][N:11]2[C:16]1[CH:21]=[CH:20][N:19]=[C:18]([S:22][CH3:23])[N:17]=1.C1C=C(Cl)C=C(C(OO)=[O:35])C=1, predict the reaction product. The product is: [F:26][C:2]([F:25])([F:1])[CH2:3][CH:4]([OH:24])[CH2:5][O:6][C:7]1[CH:15]=[CH:14][CH:13]=[C:12]2[C:8]=1[CH:9]=[CH:10][N:11]2[C:16]1[CH:21]=[CH:20][N:19]=[C:18]([S:22]([CH3:23])=[O:35])[N:17]=1. (2) Given the reactants [NH2:1][C:2]1[CH:3]=[CH:4][C:5]([Cl:8])=[N:6][CH:7]=1.C(N(CC)C(C)C)(C)C.[F:18][C:19]([F:30])([F:29])[C:20]1[CH:21]=[C:22]([CH:26]=[CH:27][CH:28]=1)[C:23](Cl)=[O:24].C(OCC)(=O)C, predict the reaction product. The product is: [Cl:8][C:5]1[CH:4]=[CH:3][C:2]([NH:1][C:23](=[O:24])[C:22]2[CH:26]=[CH:27][CH:28]=[C:20]([C:19]([F:18])([F:29])[F:30])[CH:21]=2)=[CH:7][N:6]=1. (3) Given the reactants [CH3:1][C:2]([CH3:15])([CH3:14])[CH2:3][N:4]1[C:9]([SH:10])=[CH:8][C:7](=[O:11])[N:6]([CH3:12])[C:5]1=[O:13].C(=O)([O-])[O-].[K+].[K+].Br[CH2:23][C:24](=O)[C:25]([O:27][CH2:28][CH3:29])=[O:26].Cl, predict the reaction product. The product is: [CH3:1][C:2]([CH3:15])([CH3:14])[CH2:3][N:4]1[C:9]2[S:10][CH:23]=[C:24]([C:25]([O:27][CH2:28][CH3:29])=[O:26])[C:8]=2[C:7](=[O:11])[N:6]([CH3:12])[C:5]1=[O:13]. (4) Given the reactants [OH:1][C:2]1[CH:7]=[CH:6][C:5]([S:8][C:9]2[CH:14]=[CH:13][C:12]([NH:15][C:16](=[O:27])[C:17]3[CH:22]=[CH:21][CH:20]=[C:19]([C:23]([F:26])([F:25])[F:24])[CH:18]=3)=[CH:11][C:10]=2[N+:28]([O-])=O)=[CH:4][CH:3]=1.[Cl-].[NH4+].O1CCCC1.O, predict the reaction product. The product is: [NH2:28][C:10]1[CH:11]=[C:12]([NH:15][C:16](=[O:27])[C:17]2[CH:22]=[CH:21][CH:20]=[C:19]([C:23]([F:26])([F:24])[F:25])[CH:18]=2)[CH:13]=[CH:14][C:9]=1[S:8][C:5]1[CH:4]=[CH:3][C:2]([OH:1])=[CH:7][CH:6]=1. (5) The product is: [CH3:31][S:32][C:33]1[CH:34]=[C:35]2[C:39](=[CH:40][C:41]=1[C:42]([F:45])([F:43])[F:44])[N:38]([C:19](=[O:20])[NH:1][C:2]1[CH:7]=[CH:6][CH:5]=[C:4]([C:8]3[N:9]=[C:10]([C:13]4[CH:14]=[N:15][CH:16]=[CH:17][CH:18]=4)[S:11][CH:12]=3)[CH:3]=1)[CH2:37][CH2:36]2. Given the reactants [NH2:1][C:2]1[CH:3]=[C:4]([C:8]2[N:9]=[C:10]([C:13]3[CH:14]=[N:15][CH:16]=[CH:17][CH:18]=3)[S:11][CH:12]=2)[CH:5]=[CH:6][CH:7]=1.[C:19](C1NC=CN=1)(C1NC=CN=1)=[O:20].[CH3:31][S:32][C:33]1[CH:34]=[C:35]2[C:39](=[CH:40][C:41]=1[C:42]([F:45])([F:44])[F:43])[NH:38][CH2:37][CH2:36]2.CN(C)C=O, predict the reaction product. (6) Given the reactants [N:1]12[CH2:8][CH2:7][CH:4]([CH2:5][CH2:6]1)[C@@H:3]([O:9][C:10]1[N:15]=[N:14][C:13]([C:16]3[CH:17]=[C:18]4[C:22](=[CH:23][CH:24]=3)[NH:21][CH:20]=[C:19]4[CH3:25])=[CH:12][CH:11]=1)[CH2:2]2.[C:26]([OH:33])(=[O:32])/[CH:27]=[CH:28]/[C:29]([OH:31])=[O:30], predict the reaction product. The product is: [C:26]([OH:33])(=[O:32])/[CH:27]=[CH:28]/[C:29]([OH:31])=[O:30].[N:1]12[CH2:8][CH2:7][CH:4]([CH2:5][CH2:6]1)[C@@H:3]([O:9][C:10]1[N:15]=[N:14][C:13]([C:16]3[CH:17]=[C:18]4[C:22](=[CH:23][CH:24]=3)[NH:21][CH:20]=[C:19]4[CH3:25])=[CH:12][CH:11]=1)[CH2:2]2. (7) Given the reactants [F:1][C:2]1[CH:23]=[C:22]([C:24]#[C:25][CH2:26][OH:27])[CH:21]=[CH:20][C:3]=1[NH:4][C:5]1[C:6]([C:13]([NH:15][CH2:16][CH2:17][CH2:18][OH:19])=[O:14])=[CH:7][N:8]([CH3:12])[C:9](=[O:11])[CH:10]=1, predict the reaction product. The product is: [F:1][C:2]1[CH:23]=[C:22]([CH2:24][CH2:25][CH2:26][OH:27])[CH:21]=[CH:20][C:3]=1[NH:4][C:5]1[C:6]([C:13]([NH:15][CH2:16][CH2:17][CH2:18][OH:19])=[O:14])=[CH:7][N:8]([CH3:12])[C:9](=[O:11])[CH:10]=1. (8) Given the reactants CS(Cl)(=O)=O.[Cl:6][C:7]1[C:15]2[N:14]=[C:13]([NH:16][C:17]3[CH:22]=[CH:21][C:20]([Cl:23])=[CH:19][C:18]=3[Cl:24])[N:12]([CH2:25][CH2:26][CH2:27]O)[C:11]=2[C:10]([C:29]([O:31][CH3:32])=[O:30])=[CH:9][CH:8]=1.S([O-])(=O)(=O)C.C(=O)([O-])[O-].[K+].[K+], predict the reaction product. The product is: [Cl:6][C:7]1[CH:8]=[CH:9][C:10]([C:29]([O:31][CH3:32])=[O:30])=[C:11]2[C:15]=1[N:14]=[C:13]1[N:16]([C:17]3[CH:22]=[CH:21][C:20]([Cl:23])=[CH:19][C:18]=3[Cl:24])[CH2:27][CH2:26][CH2:25][N:12]21.